This data is from Forward reaction prediction with 1.9M reactions from USPTO patents (1976-2016). The task is: Predict the product of the given reaction. (1) Given the reactants [CH3:1][C:2]1[NH:3][C:4]2[CH:10]=[CH:9][CH:8]=[CH:7][C:5]=2[N:6]=1.[H-].[Na+].I[CH2:14][CH2:15][CH3:16], predict the reaction product. The product is: [CH3:1][C:2]1[N:6]([CH2:14][CH2:15][CH3:16])[C:5]2[CH:7]=[CH:8][CH:9]=[CH:10][C:4]=2[N:3]=1. (2) The product is: [Cl:25][CH2:24][CH2:23][CH2:22][N:13]1[CH2:14][CH2:15][N:10]([C:6]2[CH:7]=[CH:8][CH:9]=[C:4]([C:3]([F:2])([F:16])[F:17])[CH:5]=2)[CH2:11][CH2:12]1. Given the reactants Cl.[F:2][C:3]([F:17])([F:16])[C:4]1[CH:5]=[C:6]([N:10]2[CH2:15][CH2:14][NH:13][CH2:12][CH2:11]2)[CH:7]=[CH:8][CH:9]=1.ClCCl.Br[CH2:22][CH2:23][CH2:24][Cl:25].C(N(CC)CC)C, predict the reaction product. (3) The product is: [Br:19][C:9]1[C:8]([C:6]2[CH:5]=[CH:4][CH:3]=[C:2]([CH3:1])[N:7]=2)=[N:12][N:11]2[CH2:13][CH2:14][CH2:15][C:10]=12. Given the reactants [CH3:1][C:2]1[N:7]=[C:6]([C:8]2[C:9](C(O)=O)=[C:10]3[CH2:15][CH2:14][CH2:13][N:11]3[N:12]=2)[CH:5]=[CH:4][CH:3]=1.[Br:19]NC(=O)CCC(N)=O, predict the reaction product. (4) Given the reactants [CH:1]1[C:11]2[C:10]3[CH:12]=[CH:13][CH:14]=[CH:15][C:9]=3[CH2:8][C:7](=[O:16])[NH:6][C:5]=2[N:4]=[CH:3][CH:2]=1.C(=O)([O-])[O-].[Cs+].[Cs+].Br[CH2:24][CH2:25][O:26][Si:27]([C:30]([CH3:33])([CH3:32])[CH3:31])([CH3:29])[CH3:28], predict the reaction product. The product is: [Si:27]([O:26][CH2:25][CH2:24][N:6]1[C:5]2[N:4]=[CH:3][CH:2]=[CH:1][C:11]=2[C:10]2[CH:12]=[CH:13][CH:14]=[CH:15][C:9]=2[CH2:8][C:7]1=[O:16])([C:30]([CH3:33])([CH3:32])[CH3:31])([CH3:29])[CH3:28]. (5) Given the reactants [C:1]([O:5][C:6]([N:8]1[CH2:13][CH2:12][N:11]([C:14]2[CH:19]=[CH:18][C:17]([O:20]C)=[CH:16][C:15]=2[CH2:22][CH3:23])[CH2:10][CH2:9]1)=[O:7])([CH3:4])([CH3:3])[CH3:2].CC(OC(OC(OC(C)(C)C)=O)=O)(C)C.C(N(CC)CC)C.CCOC(C)=O.CCCCCC, predict the reaction product. The product is: [C:1]([O:5][C:6]([N:8]1[CH2:9][CH2:10][N:11]([C:14]2[CH:19]=[CH:18][C:17]([OH:20])=[CH:16][C:15]=2[CH2:22][CH3:23])[CH2:12][CH2:13]1)=[O:7])([CH3:4])([CH3:3])[CH3:2]. (6) Given the reactants Br[C:2]1[CH:9]=[CH:8][C:7]([F:10])=[CH:6][C:3]=1[C:4]#[N:5].[Li]CCCC.[CH2:16]([Sn:20]([CH2:26][CH2:27][CH2:28][CH3:29])([CH2:22][CH2:23][CH2:24][CH3:25])Cl)[CH2:17][CH2:18][CH3:19].[NH4+].[Cl-], predict the reaction product. The product is: [F:10][C:7]1[CH:8]=[CH:9][C:2]([Sn:20]([CH2:22][CH2:23][CH2:24][CH3:25])([CH2:26][CH2:27][CH2:28][CH3:29])[CH2:16][CH2:17][CH2:18][CH3:19])=[C:3]([CH:6]=1)[C:4]#[N:5]. (7) Given the reactants [CH3:1][CH:2]([CH3:33])[C:3]([NH:5][C:6]1[CH:11]=[CH:10][CH:9]=[C:8]([CH:12]2[CH2:17][CH2:16][N:15]([CH2:18][CH2:19][CH2:20][CH2:21][C:22]([C:24]3[CH:29]=[CH:28][C:27]([N+:30]([O-:32])=[O:31])=[CH:26][CH:25]=3)=O)[CH2:14][CH2:13]2)[CH:7]=1)=[O:4].[C:34]1([NH:40][NH2:41])[CH:39]=[CH:38][CH:37]=[CH:36][CH:35]=1, predict the reaction product. The product is: [CH3:1][CH:2]([CH3:33])[C:3]([NH:5][C:6]1[CH:11]=[CH:10][CH:9]=[C:8]([CH:12]2[CH2:17][CH2:16][N:15]([CH2:18][CH2:19][CH2:20][CH2:21]/[C:22](/[C:24]3[CH:29]=[CH:28][C:27]([N+:30]([O-:32])=[O:31])=[CH:26][CH:25]=3)=[N:41]\[NH:40][C:34]3[CH:39]=[CH:38][CH:37]=[CH:36][CH:35]=3)[CH2:14][CH2:13]2)[CH:7]=1)=[O:4].